Dataset: Catalyst prediction with 721,799 reactions and 888 catalyst types from USPTO. Task: Predict which catalyst facilitates the given reaction. (1) Reactant: [CH3:1][C:2]1[CH:7]=[CH:6][C:5]([O:8][CH3:9])=[CH:4][C:3]=1[O:10][C:11]1[CH:16]=[CH:15][C:14]([NH:17][C:18](=[O:22])[C@@H:19]([CH3:21])[NH2:20])=[CH:13][CH:12]=1.C(N(CC)CC)C.Cl[C:31](Cl)([O:33]C(=O)OC(Cl)(Cl)Cl)Cl.C([O-])(O)=O.[Na+]. Product: [CH3:21][C@H:19]1[NH:20][C:31](=[O:33])[N:17]([C:14]2[CH:15]=[CH:16][C:11]([O:10][C:3]3[CH:4]=[C:5]([O:8][CH3:9])[CH:6]=[CH:7][C:2]=3[CH3:1])=[CH:12][CH:13]=2)[C:18]1=[O:22]. The catalyst class is: 4. (2) Reactant: [CH3:1][O:2][C:3]1[CH:8]=[C:7]([N+:9]([O-])=O)[CH:6]=[CH:5][C:4]=1[C:12]1[S:16][C:15]([CH3:17])=[N:14][CH:13]=1. The catalyst class is: 8. Product: [CH3:1][O:2][C:3]1[CH:8]=[C:7]([NH2:9])[CH:6]=[CH:5][C:4]=1[C:12]1[S:16][C:15]([CH3:17])=[N:14][CH:13]=1. (3) Reactant: [F:1][C:2]([F:40])([C:36]([F:39])([F:38])[F:37])[CH2:3][CH2:4][C:5]1[CH:6]=[CH:7][C:8]([C:11]2[CH:16]=[CH:15][C:14]([S:17]([C:20]3([C:26]([NH:28][O:29]C4CCCCO4)=[O:27])[CH2:25][CH2:24][O:23][CH2:22][CH2:21]3)(=[O:19])=[O:18])=[CH:13][CH:12]=2)=[N:9][CH:10]=1.[ClH:41].CO. The catalyst class is: 12. Product: [ClH:41].[OH:29][NH:28][C:26]([C:20]1([S:17]([C:14]2[CH:15]=[CH:16][C:11]([C:8]3[CH:7]=[CH:6][C:5]([CH2:4][CH2:3][C:2]([F:40])([F:1])[C:36]([F:37])([F:38])[F:39])=[CH:10][N:9]=3)=[CH:12][CH:13]=2)(=[O:18])=[O:19])[CH2:21][CH2:22][O:23][CH2:24][CH2:25]1)=[O:27]. (4) Reactant: [CH2:1]1[CH:6]([C:7]([OH:9])=[O:8])[CH2:5][C:3](=[O:4])[CH2:2]1.C(=O)([O-])[O-].[Cs+].[Cs+].[CH2:16](I)[CH3:17]. Product: [CH2:16]([O:8][C:7]([CH:6]1[CH2:1][CH2:2][C:3](=[O:4])[CH2:5]1)=[O:9])[CH3:17]. The catalyst class is: 3. (5) Reactant: [F:1][C:2]1[CH:7]=[CH:6][CH:5]=[C:4]([F:8])[C:3]=1[N:9]1[C:14]2[N:15]=[C:16](S(C)(=O)=O)[N:17]=[C:18]([C:19]3[CH:20]=[C:21]([CH:32]=[CH:33][C:34]=3[CH3:35])[C:22]([NH:24][CH2:25][C:26]3[CH:31]=[CH:30][CH:29]=[CH:28][CH:27]=3)=[O:23])[C:13]=2[CH2:12][NH:11][C:10]1=[O:40].[NH2:41][CH:42]1[CH2:47][CH2:46][N:45]([CH3:48])[CH2:44][CH2:43]1. Product: [NH4+:9].[OH-:23].[F:1][C:2]1[CH:7]=[CH:6][CH:5]=[C:4]([F:8])[C:3]=1[N:9]1[C:14]2[N:15]=[C:16]([NH:41][CH:42]3[CH2:47][CH2:46][N:45]([CH3:48])[CH2:44][CH2:43]3)[N:17]=[C:18]([C:19]3[CH:20]=[C:21]([CH:32]=[CH:33][C:34]=3[CH3:35])[C:22]([NH:24][CH2:25][C:26]3[CH:31]=[CH:30][CH:29]=[CH:28][CH:27]=3)=[O:23])[C:13]=2[CH2:12][NH:11][C:10]1=[O:40]. The catalyst class is: 91. (6) Reactant: C(OC(=O)[NH:10][CH2:11][CH2:12][CH2:13][CH2:14][C@H:15]([NH:27][C:28]([CH:30]1[C:39]2[C:34](=[CH:35][CH:36]=[CH:37][CH:38]=2)[CH2:33][CH2:32][CH2:31]1)=[O:29])[C:16]([C:18]1[S:19][C:20]2[CH:26]=[CH:25][CH:24]=[CH:23][C:21]=2[N:22]=1)=[O:17])C1C=CC=CC=1.Br.CC(O)=O. Product: [NH2:10][CH2:11][CH2:12][CH2:13][CH2:14][C@H:15]([NH:27][C:28]([CH:30]1[C:39]2[C:34](=[CH:35][CH:36]=[CH:37][CH:38]=2)[CH2:33][CH2:32][CH2:31]1)=[O:29])[C:16]([C:18]1[S:19][C:20]2[CH:26]=[CH:25][CH:24]=[CH:23][C:21]=2[N:22]=1)=[O:17]. The catalyst class is: 52. (7) The catalyst class is: 12. Reactant: C[Al](C)C.[F:5][C:6]([F:10])([F:9])[CH2:7][NH2:8].C[O:12][C:13](=O)[C:14]1[CH:19]=[CH:18][C:17]([O:20][CH2:21][C:22]2[C:23]([C:28]3[CH:33]=[CH:32][C:31]([Cl:34])=[CH:30][CH:29]=3)=[N:24][O:25][C:26]=2[CH3:27])=[N:16][CH:15]=1.O. Product: [Cl:34][C:31]1[CH:30]=[CH:29][C:28]([C:23]2[C:22]([CH2:21][O:20][C:17]3[CH:18]=[CH:19][C:14]([C:13]([NH:8][CH2:7][C:6]([F:10])([F:9])[F:5])=[O:12])=[CH:15][N:16]=3)=[C:26]([CH3:27])[O:25][N:24]=2)=[CH:33][CH:32]=1. (8) Reactant: Br[C:2]1[CH:17]=[CH:16][C:5]2[N:6]=[C:7]([O:9][CH:10]3[CH2:15][CH2:14][NH:13][CH2:12][CH2:11]3)[S:8][C:4]=2[CH:3]=1.CC1(C)C(C)(C)OB([C:26]2[CH2:31][CH2:30][N:29]([C:32]([O:34][C:35]([CH3:38])([CH3:37])[CH3:36])=[O:33])[CH2:28][CH:27]=2)O1.C([O-])([O-])=O.[K+].[K+]. Product: [NH:13]1[CH2:14][CH2:15][CH:10]([O:9][C:7]2[S:8][C:4]3[CH:3]=[C:2]([C:26]4[CH2:31][CH2:30][N:29]([C:32]([O:34][C:35]([CH3:38])([CH3:37])[CH3:36])=[O:33])[CH2:28][CH:27]=4)[CH:17]=[CH:16][C:5]=3[N:6]=2)[CH2:11][CH2:12]1. The catalyst class is: 70.